Dataset: Peptide-MHC class II binding affinity with 134,281 pairs from IEDB. Task: Regression. Given a peptide amino acid sequence and an MHC pseudo amino acid sequence, predict their binding affinity value. This is MHC class II binding data. (1) The binding affinity (normalized) is 0.607. The peptide sequence is EEFVVEFDLPGAK. The MHC is DRB1_0402 with pseudo-sequence DRB1_0402. (2) The peptide sequence is EKKYLAATQFEPLAA. The MHC is HLA-DPA10201-DPB10101 with pseudo-sequence HLA-DPA10201-DPB10101. The binding affinity (normalized) is 0.925. (3) The peptide sequence is FLIMRNLTNLLSARK. The MHC is DRB1_0701 with pseudo-sequence DRB1_0701. The binding affinity (normalized) is 0.613. (4) The peptide sequence is SQDLELSWILNGLQAY. The MHC is HLA-DQA10101-DQB10501 with pseudo-sequence HLA-DQA10101-DQB10501. The binding affinity (normalized) is 0.757.